Dataset: Forward reaction prediction with 1.9M reactions from USPTO patents (1976-2016). Task: Predict the product of the given reaction. (1) Given the reactants Cl.[Cl:2][C:3]1[CH:4]=[C:5]([C:13]2[O:17][N:16]=[C:15]([C:18]3[CH:28]=[CH:27][C:21]4[CH2:22][CH2:23][NH:24][CH2:25][CH2:26][C:20]=4[CH:19]=3)[N:14]=2)[CH:6]=[N:7][C:8]=1[O:9][CH:10]([CH3:12])[CH3:11].C(=O)([O-])[O-].[K+].[K+].Br[CH2:36][CH2:37][CH2:38][C:39]([O:41][CH2:42][CH3:43])=[O:40], predict the reaction product. The product is: [Cl:2][C:3]1[CH:4]=[C:5]([C:13]2[O:17][N:16]=[C:15]([C:18]3[CH:28]=[CH:27][C:21]4[CH2:22][CH2:23][N:24]([CH2:36][CH2:37][CH2:38][C:39]([O:41][CH2:42][CH3:43])=[O:40])[CH2:25][CH2:26][C:20]=4[CH:19]=3)[N:14]=2)[CH:6]=[N:7][C:8]=1[O:9][CH:10]([CH3:11])[CH3:12]. (2) Given the reactants [Cl:1][C:2]1[N:7]=[C:6](Cl)[C:5]2=[C:9]([C:12]3[CH:17]=[CH:16][CH:15]=[CH:14][CH:13]=3)[CH:10]=[CH:11][N:4]2[N:3]=1.[NH3:18], predict the reaction product. The product is: [Cl:1][C:2]1[N:7]=[C:6]([NH2:18])[C:5]2=[C:9]([C:12]3[CH:17]=[CH:16][CH:15]=[CH:14][CH:13]=3)[CH:10]=[CH:11][N:4]2[N:3]=1. (3) Given the reactants [CH3:1][O:2][C:3]1[CH:4]=[C:5](/[C:11](=[CH:14]/[C:15]2[S:16][C:17]([N:20]3[CH2:25][CH2:24][CH:23]([OH:26])[CH2:22][CH2:21]3)=[CH:18][CH:19]=2)/[C:12]#[N:13])[CH:6]=[CH:7][C:8]=1[O:9][CH3:10].[Na+].[CH2:28]([N:30]([CH2:35][CH3:36])[CH2:31][C:32]([O-])=[O:33])[CH3:29].C1(C)C=CC(S(Cl)(=O)=O)=CC=1, predict the reaction product. The product is: [CH2:28]([N:30]([CH2:31][C:32]([O:26][CH:23]1[CH2:22][CH2:21][N:20]([C:17]2[S:16][C:15](/[CH:14]=[C:11](\[C:12]#[N:13])/[C:5]3[CH:6]=[CH:7][C:8]([O:9][CH3:10])=[C:3]([O:2][CH3:1])[CH:4]=3)=[CH:19][CH:18]=2)[CH2:25][CH2:24]1)=[O:33])[CH2:35][CH3:36])[CH3:29]. (4) Given the reactants [Br:1][C:2]1[CH:3]=[N:4][CH:5]=[C:6]2[C:11]=1[N:10]=[C:9]([C:12](O)=[O:13])[C:8]([CH3:15])=[CH:7]2.C(N1C=CN=C1)([N:18]1C=CN=C1)=O.[Cl-].[NH4+].C(N(CC)CC)C, predict the reaction product. The product is: [Br:1][C:2]1[CH:3]=[N:4][CH:5]=[C:6]2[C:11]=1[N:10]=[C:9]([C:12]([NH2:18])=[O:13])[C:8]([CH3:15])=[CH:7]2. (5) Given the reactants Cl.[NH2:2][C:3]1[C:4]2[C:14]([O:15][CH2:16][C@H:17]3[CH2:22][CH2:21][CH2:20][CH2:19][NH2+:18]3)=[CH:13][CH:12]=[CH:11][C:5]=2[NH:6][S:7](=[O:10])(=[O:9])[N:8]=1.[CH3:23][C:24]1[CH:33]=[C:32]([C:34](O)=[O:35])[C:31]2[C:26](=[CH:27][CH:28]=[C:29]([CH3:37])[CH:30]=2)[N:25]=1, predict the reaction product. The product is: [NH2:2][C:3]1[C:4]2[C:14]([O:15][CH2:16][C@H:17]3[CH2:22][CH2:21][CH2:20][CH2:19][N:18]3[C:34]([C:32]3[C:31]4[C:26](=[CH:27][CH:28]=[C:29]([CH3:37])[CH:30]=4)[N:25]=[C:24]([CH3:23])[CH:33]=3)=[O:35])=[CH:13][CH:12]=[CH:11][C:5]=2[NH:6][S:7](=[O:9])(=[O:10])[N:8]=1. (6) The product is: [Cl:8][C:6]1[NH:7][C:2](=[O:12])[C:3]2[CH:11]=[N:10][NH:9][C:4]=2[N:5]=1. Given the reactants Cl[C:2]1[N:7]=[C:6]([Cl:8])[N:5]=[C:4]2[NH:9][N:10]=[CH:11][C:3]=12.[OH-:12].[Na+].O.Cl, predict the reaction product. (7) Given the reactants [CH:1]([N:14]1[CH2:19][CH2:18][NH:17][C@@H:16]([CH3:20])[CH2:15]1)([C:8]1[CH:13]=[CH:12][CH:11]=[CH:10][CH:9]=1)[C:2]1[CH:7]=[CH:6][CH:5]=[CH:4][CH:3]=1.Br[CH2:22][C:23]([O:25][C:26]([CH3:29])([CH3:28])[CH3:27])=[O:24].[CH2:30](N(CC)CC)C, predict the reaction product. The product is: [CH:1]([N:14]1[CH2:15][CH2:16][N:17]([CH2:22][C:23]([O:25][C:26]([CH3:29])([CH3:28])[CH3:27])=[O:24])[CH2:18][C@@H:19]1[CH3:30])([C:8]1[CH:13]=[CH:12][CH:11]=[CH:10][CH:9]=1)[C:2]1[CH:7]=[CH:6][CH:5]=[CH:4][CH:3]=1.[CH:1]([N:14]1[CH2:19][CH2:18][N:17]([CH2:22][C:23]([O:25][C:26]([CH3:29])([CH3:28])[CH3:27])=[O:24])[C@@H:16]([CH3:20])[CH2:15]1)([C:8]1[CH:13]=[CH:12][CH:11]=[CH:10][CH:9]=1)[C:2]1[CH:3]=[CH:4][CH:5]=[CH:6][CH:7]=1. (8) Given the reactants [F:1][C:2]1[C:3]([CH2:8][O:9][C:10]2[CH:15]=[CH:14][C:13](/[CH:16]=[CH:17]/[C:18]([O:20][CH2:21][CH2:22][CH2:23][CH3:24])=[O:19])=[C:12]([N:25]3[CH2:34][C:33]4[C:28](=[CH:29][CH:30]=[CH:31][CH:32]=4)[NH:27][C:26]3=[O:35])[CH:11]=2)=[N:4][CH:5]=[CH:6][CH:7]=1, predict the reaction product. The product is: [F:1][C:2]1[C:3]([CH2:8][O:9][C:10]2[CH:15]=[CH:14][C:13]([CH2:16][CH2:17][C:18]([O:20][CH2:21][CH2:22][CH2:23][CH3:24])=[O:19])=[C:12]([N:25]3[CH2:34][C:33]4[C:28](=[CH:29][CH:30]=[CH:31][CH:32]=4)[NH:27][C:26]3=[O:35])[CH:11]=2)=[N:4][CH:5]=[CH:6][CH:7]=1. (9) The product is: [O:15]=[C:14]1[C:8]2=[CH:7][C:6]3[CH:5]=[C:4]([C:16]#[N:17])[CH:3]=[C:2]([C:21]4[CH:22]=[CH:23][N:18]=[CH:19][CH:20]=4)[C:10]=3[N:9]2[CH2:11][CH2:12][NH:13]1. Given the reactants Br[C:2]1[C:10]2[N:9]3[CH2:11][CH2:12][NH:13][C:14](=[O:15])[C:8]3=[CH:7][C:6]=2[CH:5]=[C:4]([C:16]#[N:17])[CH:3]=1.[N:18]1[CH:23]=[CH:22][C:21](B(O)O)=[CH:20][CH:19]=1, predict the reaction product. (10) Given the reactants [CH2:1]([O:3][C:4](=[O:42])[CH2:5][CH2:6][CH2:7][O:8][C:9]1[CH:14]=[CH:13][CH:12]=[C:11]([CH2:15][CH2:16][CH2:17][CH2:18][CH2:19][CH2:20][O:21][C:22]2[CH:27]=[C:26]([S:28]([CH2:31][CH2:32][CH3:33])(=[O:30])=[O:29])[CH:25]=[C:24](Br)[CH:23]=2)[C:10]=1[CH2:35][CH2:36][C:37]([O:39][CH2:40][CH3:41])=[O:38])[CH3:2].[C:43](=[O:46])([O-])[O-:44].[Cs+].[Cs+], predict the reaction product. The product is: [CH2:1]([O:3][C:4](=[O:42])[CH2:5][CH2:6][CH2:7][O:8][C:9]1[CH:14]=[CH:13][CH:12]=[C:11]([CH2:15][CH2:16][CH2:17][CH2:18][CH2:19][CH2:20][O:21][C:22]2[CH:27]=[C:26]([S:28]([CH2:31][CH2:32][CH3:33])(=[O:30])=[O:29])[CH:25]=[C:24]([C:9]3[CH:14]=[CH:13][C:12]4[O:44][CH2:43][O:46][C:11]=4[CH:10]=3)[CH:23]=2)[C:10]=1[CH2:35][CH2:36][C:37]([O:39][CH2:40][CH3:41])=[O:38])[CH3:2].